This data is from Forward reaction prediction with 1.9M reactions from USPTO patents (1976-2016). The task is: Predict the product of the given reaction. (1) Given the reactants [N:1]1[CH:6]=[CH:5][CH:4]=[N:3][C:2]=1[N:7]1[CH2:12][CH2:11][N:10]([C:13]2[N:14]=[CH:15][C:16]3[NH:21][C:20](=[O:22])[CH2:19][S:18][C:17]=3[N:23]=2)[CH2:9][CH2:8]1.[N+:24]([C:27]1[CH:34]=[CH:33][C:30]([CH:31]=O)=[CH:29][CH:28]=1)([O-:26])=[O:25].C(N(CC)CC)C, predict the reaction product. The product is: [N+:24]([C:27]1[CH:34]=[CH:33][C:30](/[CH:31]=[C:19]2\[C:20](=[O:22])[NH:21][C:16]3[CH:15]=[N:14][C:13]([N:10]4[CH2:11][CH2:12][N:7]([C:2]5[N:1]=[CH:6][CH:5]=[CH:4][N:3]=5)[CH2:8][CH2:9]4)=[N:23][C:17]=3[S:18]\2)=[CH:29][CH:28]=1)([O-:26])=[O:25]. (2) Given the reactants [NH2:1][C:2]1[CH:8]=[CH:7][CH:6]=[CH:5][C:3]=1[NH2:4].C(N(CC)CC)C.[Cl:16][C:17]1[CH:22]=[CH:21][C:20]([C:23]2[N:28]=[C:27](Cl)[C:26]([Cl:30])=[C:25]([C:31]([O:33][CH3:34])=[O:32])[N:24]=2)=[C:19]([F:35])[C:18]=1[O:36][CH3:37].O, predict the reaction product. The product is: [NH2:1][C:2]1[CH:8]=[CH:7][CH:6]=[CH:5][C:3]=1[NH:4][C:25]1([C:31]([O:33][CH3:34])=[O:32])[C:26]([Cl:30])=[CH:27][N:28]=[C:23]([C:20]2[CH:21]=[CH:22][C:17]([Cl:16])=[C:18]([O:36][CH3:37])[C:19]=2[F:35])[NH:24]1. (3) Given the reactants [Br:1][C:2]1[CH:3]=[C:4]([CH:6]=[CH:7][CH:8]=1)[NH2:5].C(O[CH:12]=[C:13]([C:19]([O:21][CH2:22][CH3:23])=[O:20])[C:14]([O:16][CH2:17][CH3:18])=[O:15])C, predict the reaction product. The product is: [Br:1][C:2]1[CH:3]=[C:4]([NH:5][CH:12]=[C:13]([C:14]([O:16][CH2:17][CH3:18])=[O:15])[C:19]([O:21][CH2:22][CH3:23])=[O:20])[CH:6]=[CH:7][CH:8]=1. (4) Given the reactants [CH2:1]([O:3][C:4](=[O:18])[C:5]1[CH:10]=[CH:9][CH:8]=[C:7]([S:11][CH2:12][C:13](=O)[CH3:14])[C:6]=1[O:16][CH3:17])[CH3:2].Cl.[Cl:20][C:21]1[CH:22]=[C:23]([NH:27]N)[CH:24]=[CH:25][CH:26]=1, predict the reaction product. The product is: [CH2:1]([O:3][C:4](=[O:18])[C:5]1[CH:10]=[CH:9][CH:8]=[C:7]([S:11][C:12]2[C:24]3[C:23](=[CH:22][C:21]([Cl:20])=[CH:26][CH:25]=3)[NH:27][C:13]=2[CH3:14])[C:6]=1[O:16][CH3:17])[CH3:2]. (5) Given the reactants C[Si](Cl)(C)C.[F:6][C:7]([F:19])([F:18])[C:8]1[CH:9]=[C:10]([C@@H:14]([OH:17])[CH2:15]O)[CH:11]=[CH:12][CH:13]=1.C(OC)(OC)(OC)C, predict the reaction product. The product is: [F:6][C:7]([F:19])([F:18])[C:8]1[CH:9]=[C:10]([C@@H:14]2[CH2:15][O:17]2)[CH:11]=[CH:12][CH:13]=1. (6) Given the reactants [CH:1]1[C:10]2[CH:9]=[CH:8][CH:7]=[C:6]([NH2:11])[C:5]=2[CH:4]=[CH:3][N:2]=1.O=[C:13]1[CH2:19][CH2:18][CH2:17][N:16]([C:20](OC(C)(C)C)=O)[CH2:15][CH2:14]1.C(=O)[C:28]1[CH:33]=[CH:32][CH:31]=[CH:30][CH:29]=1, predict the reaction product. The product is: [CH2:20]([N:16]1[CH2:15][CH2:14][CH2:13][CH:19]([NH:11][C:6]2[C:5]3[CH:4]=[CH:3][N:2]=[CH:1][C:10]=3[CH:9]=[CH:8][CH:7]=2)[CH2:18][CH2:17]1)[C:28]1[CH:33]=[CH:32][CH:31]=[CH:30][CH:29]=1.